Dataset: Full USPTO retrosynthesis dataset with 1.9M reactions from patents (1976-2016). Task: Predict the reactants needed to synthesize the given product. The reactants are: CN([C:4](=[CH2:13])[C:5]([C:7]1[CH:8]=[N:9][CH:10]=[CH:11][CH:12]=1)=O)C.[N+]([O-])(O)=O.[CH3:18][C:19]1[CH:24]=[CH:23][C:22]([N+:25]([O-:27])=[O:26])=[CH:21][C:20]=1[NH:28][C:29]([NH2:31])=[NH:30].[OH-].[Na+]. Given the product [CH3:18][C:19]1[CH:24]=[CH:23][C:22]([N+:25]([O-:27])=[O:26])=[CH:21][C:20]=1[NH:28][C:29]1[N:31]=[C:5]([C:7]2[CH:8]=[N:9][CH:10]=[CH:11][CH:12]=2)[CH:4]=[CH:13][N:30]=1, predict the reactants needed to synthesize it.